Dataset: Catalyst prediction with 721,799 reactions and 888 catalyst types from USPTO. Task: Predict which catalyst facilitates the given reaction. (1) Reactant: O/[CH:2]=[C:3]1\[C:4](=O)[C@:5]2([C:18]3[CH:23]=[CH:22][CH:21]=[CH:20][CH:19]=3)[C@@H:10]([CH2:11][CH2:12]\1)[C@H:9]([CH3:13])[C:8]1([O:17][CH2:16][CH2:15][O:14]1)[CH2:7][CH2:6]2.Cl.[CH3:26][C:27]([CH3:32])([CH3:31])[C:28](=[NH:30])[NH2:29].N1CCCCC1. Product: [C:27]([C:28]1[N:30]=[CH:2][C:3]2[CH2:12][CH2:11][C@H:10]3[C@H:9]([CH3:13])[C:8]4([CH2:7][CH2:6][C@:5]3([C:18]3[CH:19]=[CH:20][CH:21]=[CH:22][CH:23]=3)[C:4]=2[N:29]=1)[O:14][CH2:15][CH2:16][O:17]4)([CH3:32])([CH3:31])[CH3:26]. The catalyst class is: 32. (2) Product: [Br:4][C:5]1[CH:6]=[C:7]([OH:11])[C:8]([Cl:1])=[N:9][CH:10]=1. The catalyst class is: 6. Reactant: [Cl:1][O-].[Na+].[Br:4][C:5]1[CH:6]=[C:7]([OH:11])[CH:8]=[N:9][CH:10]=1.[OH-].[Na+].C(O)(=O)C. (3) Reactant: [OH:1][C:2]1[CH:3]=[C:4]([CH2:9][C@H:10]([NH:26]C(OC(C)(C)C)=O)[C:11]([O:13][C@H:14]([CH3:25])[CH2:15][O:16][C:17]([C:19]2[CH:24]=[CH:23][CH:22]=[CH:21][CH:20]=2)=[O:18])=[O:12])[CH:5]=[CH:6][C:7]=1[OH:8].[ClH:34]. Product: [ClH:34].[NH2:26][C@@H:10]([CH2:9][C:4]1[CH:5]=[CH:6][C:7]([OH:8])=[C:2]([OH:1])[CH:3]=1)[C:11]([O:13][C@H:14]([CH3:25])[CH2:15][O:16][C:17]([C:19]1[CH:24]=[CH:23][CH:22]=[CH:21][CH:20]=1)=[O:18])=[O:12]. The catalyst class is: 12. (4) The catalyst class is: 46. Reactant: [CH3:1][O:2][CH2:3][C:4]1([NH:17][C:18]2[CH:23]=[CH:22][CH:21]=[CH:20][CH:19]=2)[CH2:9][CH2:8][N:7]([CH2:10][CH2:11][C:12]2[S:13][CH:14]=[CH:15][CH:16]=2)[CH2:6][CH2:5]1.[C:24]([Cl:28])(=[O:27])[CH2:25][CH3:26].C(N(CC)CC)C.[OH-].[NH4+].N#N.[ClH:40]. Product: [ClH:28].[CH3:1][O:2][CH2:3][C:4]1([N:17]([C:18]2[CH:23]=[CH:22][CH:21]=[CH:20][CH:19]=2)[C:24](=[O:27])[CH2:25][CH3:26])[CH2:9][CH2:8][N:7]([CH2:10][CH2:11][C:12]2[S:13][CH:14]=[CH:15][CH:16]=2)[CH2:6][CH2:5]1.[CH3:26][CH2:25][C:24]([N:17]([C:4]1([CH2:3][O:2][CH3:1])[CH2:9][CH2:8][N:7]([CH2:10][CH2:11][C:12]2[S:13][CH:14]=[CH:15][CH:16]=2)[CH2:6][CH2:5]1)[C:18]1[CH:23]=[CH:22][CH:21]=[CH:20][CH:19]=1)=[O:27].[ClH:40]. (5) Reactant: [CH3:1][O:2][C:3]1[N:8]=[C:7]([C:9]([OH:11])=O)[CH:6]=[CH:5][C:4]=1[N+:12]([O-:14])=[O:13].Cl.CN.C(=O)(O)[O-].[Na+].[CH3:23][N:24](C(ON1N=NC2C=CC=NC1=2)=[N+](C)C)C.F[P-](F)(F)(F)(F)F. Product: [CH3:1][O:2][C:3]1[N:8]=[C:7]([C:9]([NH:24][CH3:23])=[O:11])[CH:6]=[CH:5][C:4]=1[N+:12]([O-:14])=[O:13]. The catalyst class is: 16. (6) Reactant: [Cl:1][C:2]1[N:7]=[C:6]2[NH:8][CH:9]=[CH:10][C:5]2=[C:4]([N+]([O-])=O)[CH:3]=1.C(=O)([O-])[O-].[K+].[K+].S(S([O-])=O)([O-])=O.[Na+].[Na+].Cl.[NH2:29][C:30]1[CH:35]=[C:34]([F:36])[C:33]([OH:37])=[C:32]([F:38])[CH:31]=1. Product: [Cl:1][C:2]1[N:7]=[C:6]2[NH:8][CH:9]=[CH:10][C:5]2=[C:4]([O:37][C:33]2[C:34]([F:36])=[CH:35][C:30]([NH2:29])=[CH:31][C:32]=2[F:38])[CH:3]=1. The catalyst class is: 148. (7) Reactant: [NH2:1][CH2:2][C:3]1[CH:4]=[CH:5][C:6]([Cl:13])=[C:7]([CH:12]=1)[C:8]([O:10][CH3:11])=[O:9].CCN(C(C)C)C(C)C.[CH:23]1([C:26](Cl)=[O:27])[CH2:25][CH2:24]1. Product: [Cl:13][C:6]1[CH:5]=[CH:4][C:3]([CH2:2][NH:1][C:26]([CH:23]2[CH2:25][CH2:24]2)=[O:27])=[CH:12][C:7]=1[C:8]([O:10][CH3:11])=[O:9]. The catalyst class is: 1. (8) Reactant: Br[C:2]1[CH:7]=[CH:6][C:5]([CH3:8])=[CH:4][C:3]=1[CH3:9].[Mg].II.N([P:18]([Cl:20])Cl)(CC)CC. Product: [CH3:9][C:3]1[CH:4]=[C:5]([CH3:8])[CH:6]=[CH:7][C:2]=1[P:18]([C:2]1[CH:7]=[CH:6][C:5]([CH3:8])=[CH:4][C:3]=1[CH3:9])[Cl:20]. The catalyst class is: 332. (9) Reactant: [CH3:1][O:2][C:3](=[O:16])[C:4]1[CH:9]=[C:8]([S:10](=[O:14])(=[O:13])[NH:11][CH3:12])[CH:7]=[CH:6][C:5]=1[OH:15].CO.[C:19]1(P(C2C=CC=CC=2)C2C=CC=CC=2)C=CC=CC=1.N(C(OC(C)(C)C)=O)=NC(OC(C)(C)C)=O. Product: [CH3:1][O:2][C:3](=[O:16])[C:4]1[CH:9]=[C:8]([S:10](=[O:14])(=[O:13])[NH:11][CH3:12])[CH:7]=[CH:6][C:5]=1[O:15][CH3:19]. The catalyst class is: 1.